Dataset: TCR-epitope binding with 47,182 pairs between 192 epitopes and 23,139 TCRs. Task: Binary Classification. Given a T-cell receptor sequence (or CDR3 region) and an epitope sequence, predict whether binding occurs between them. (1) Result: 0 (the TCR does not bind to the epitope). The TCR CDR3 sequence is CASSGSGGANNEYEQYF. The epitope is IPSINVHHY. (2) The epitope is HTTDPSFLGRY. The TCR CDR3 sequence is CASSYGLGSNSPLHF. Result: 1 (the TCR binds to the epitope). (3) The TCR CDR3 sequence is CAISEDSLHNSPLHF. Result: 0 (the TCR does not bind to the epitope). The epitope is EEHVQIHTI. (4) The epitope is TPRVTGGGAM. The TCR CDR3 sequence is CASSDGQARNTGELFF. Result: 1 (the TCR binds to the epitope). (5) The epitope is FTISVTTEIL. The TCR CDR3 sequence is CASSYAGGSYEQYF. Result: 1 (the TCR binds to the epitope). (6) The epitope is NEGVKAAW. The TCR CDR3 sequence is CASSSSWADTQYF. Result: 0 (the TCR does not bind to the epitope). (7) The epitope is KRWIILGLNK. The TCR CDR3 sequence is CASTYDRDEQYF. Result: 1 (the TCR binds to the epitope). (8) The TCR CDR3 sequence is CSASGQGNEQFF. Result: 0 (the TCR does not bind to the epitope). The epitope is QVPLRPMTYK. (9) The epitope is KLSALGINAV. The TCR CDR3 sequence is CASSQDRGGTEAFF. Result: 0 (the TCR does not bind to the epitope). (10) The epitope is QECVRGTTVL. The TCR CDR3 sequence is CASSYSVDSSYEQYF. Result: 1 (the TCR binds to the epitope).